Dataset: Reaction yield outcomes from USPTO patents with 853,638 reactions. Task: Predict the reaction yield, written as a fraction of the theoretical maximum amount of product (1.0 means a 100% yield; for example, 0.34 means a 34% yield). (1) The reactants are [NH2:1][CH2:2][C:3]([OH:5])=[O:4].[CH3:6][O:7][CH:8]([CH2:36][CH2:37][CH2:38][CH2:39][CH2:40][CH2:41][CH2:42][CH3:43])[CH2:9][CH:10]([O:14][C:15]([C:30]1[CH:35]=[CH:34][CH:33]=[CH:32][CH:31]=1)([C:22]1[CH:27]=[CH:26][C:25]([O:28][CH3:29])=[CH:24][CH:23]=1)[C:16]1[CH:21]=[CH:20][CH:19]=[CH:18][CH:17]=1)[C:11]([NH2:13])=[O:12].[OH:44]CCCCCCCCCCCC(O)=O.Cl.C(N=C=NCCCN(C)C)C.O.ON1C2C=CC=CC=2N=N1.C(N(CC)CC)C. The catalyst is ClCCl.N1C=CC=CC=1. The product is [OH:44][CH2:43][CH2:42][CH2:41][CH2:40][CH2:39][CH2:38][CH2:37][CH2:36][CH2:8][CH2:9][CH2:10][C:11]([NH:13][NH:1][CH2:2][C:3]([OH:5])=[O:4])=[O:12].[CH3:6][O:7][CH:8]([CH2:36][CH2:37][CH2:38][CH2:39][CH2:40][CH2:41][CH2:42][CH3:43])[CH2:9][CH:10]([O:14][C:15]([C:30]1[CH:31]=[CH:32][CH:33]=[CH:34][CH:35]=1)([C:22]1[CH:23]=[CH:24][C:25]([O:28][CH3:29])=[CH:26][CH:27]=1)[C:16]1[CH:21]=[CH:20][CH:19]=[CH:18][CH:17]=1)[C:11]([NH2:13])=[O:12]. The yield is 0.700. (2) The reactants are [CH3:1][C:2]([CH3:30])([CH3:29])[CH:3]([OH:28])[CH2:4][O:5][C:6]1[CH:11]=[CH:10][C:9]([C:12]([C:17]2[CH:25]=[CH:24][C:20]([C:21]([OH:23])=[O:22])=[C:19]([CH3:26])[CH:18]=2)([CH2:15][CH3:16])[CH2:13][CH3:14])=[CH:8][C:7]=1[CH3:27].CC(OI1(OC(C)=O)(OC(C)=O)OC(=O)C2C=CC=CC1=2)=O. The catalyst is C(Cl)Cl.CCOC(C)=O. The product is [CH3:30][C:2]([CH3:1])([CH3:29])[C:3](=[O:28])[CH2:4][O:5][C:6]1[CH:11]=[CH:10][C:9]([C:12]([C:17]2[CH:25]=[CH:24][C:20]([C:21]([OH:23])=[O:22])=[C:19]([CH3:26])[CH:18]=2)([CH2:15][CH3:16])[CH2:13][CH3:14])=[CH:8][C:7]=1[CH3:27]. The yield is 0.950. (3) The reactants are [CH3:1][CH:2]1[C:13](=O)[C:12]2[C:4](=[C:5]3[C:9](=[CH:10][CH:11]=2)[CH2:8][C:7]([CH3:16])([CH3:15])[CH2:6]3)[CH2:3]1.[BH4-].[Na+].CO. The catalyst is C1COCC1. The product is [CH3:15][C:7]1([CH3:16])[CH2:8][C:9]2[C:5](=[C:4]3[C:12](=[CH:11][CH:10]=2)[CH2:13][C:2]([CH3:1])=[CH:3]3)[CH2:6]1. The yield is 0.910.